From a dataset of Forward reaction prediction with 1.9M reactions from USPTO patents (1976-2016). Predict the product of the given reaction. Given the reactants [CH2:1]([C:3]1[C:10]([C:11]2[N:15]=[C:14]([C:16]3[CH:21]=[CH:20][C:19]([O:22][CH:23]([CH3:25])[CH3:24])=[C:18]([C:26]([F:29])([F:28])[F:27])[CH:17]=3)[S:13][N:12]=2)=[CH:9][CH:8]=[CH:7][C:4]=1[CH:5]=O)[CH3:2].C([O-])(=O)C.[Na+].Cl.[NH:36]1[CH2:39][CH:38]([C:40]([O:42]C)=[O:41])[CH2:37]1.C(O[BH-](OC(=O)C)OC(=O)C)(=O)C.[Na+], predict the reaction product. The product is: [CH2:1]([C:3]1[C:10]([C:11]2[N:15]=[C:14]([C:16]3[CH:21]=[CH:20][C:19]([O:22][CH:23]([CH3:24])[CH3:25])=[C:18]([C:26]([F:28])([F:29])[F:27])[CH:17]=3)[S:13][N:12]=2)=[CH:9][CH:8]=[CH:7][C:4]=1[CH2:5][N:36]1[CH2:37][CH:38]([C:40]([OH:42])=[O:41])[CH2:39]1)[CH3:2].